Dataset: Reaction yield outcomes from USPTO patents with 853,638 reactions. Task: Predict the reaction yield, written as a fraction of the theoretical maximum amount of product (1.0 means a 100% yield; for example, 0.34 means a 34% yield). The reactants are C([Si](C)(C)[O:6][CH2:7][CH2:8][C:9]1[N:13]([CH3:14])[N:12]=[CH:11][CH:10]=1)(C)(C)C.[F-].[Na+].Br. The catalyst is CN(C)C=O. The product is [CH3:14][N:13]1[C:9]([CH2:8][CH2:7][OH:6])=[CH:10][CH:11]=[N:12]1. The yield is 0.610.